The task is: Predict the product of the given reaction.. This data is from Forward reaction prediction with 1.9M reactions from USPTO patents (1976-2016). (1) Given the reactants [C:1](#[N:3])[CH3:2].[H-].[Na+].[F:6][C:7]([F:19])([F:18])[C:8]1[CH:9]=[C:10]([CH:15]=[CH:16][CH:17]=1)[C:11](OC)=[O:12], predict the reaction product. The product is: [O:12]=[C:11]([C:10]1[CH:15]=[CH:16][CH:17]=[C:8]([C:7]([F:6])([F:18])[F:19])[CH:9]=1)[CH2:2][C:1]#[N:3]. (2) Given the reactants [CH3:1][N:2]1[CH:6]=[CH:5][N:4]=[CH:3]1.[Li]CCCC.Cl[Si](CC)(CC)CC.[Cl:20][C:21]1[CH:49]=[CH:48][C:24]([C:25]([C:27]2[CH:28]=[C:29]3[C:34](=[CH:35][CH:36]=2)[N:33]([CH3:37])[C:32](=[O:38])[CH:31]=[C:30]3[CH2:39][CH2:40][C:41]2[CH:46]=[CH:45][CH:44]=[C:43]([Cl:47])[CH:42]=2)=[O:26])=[CH:23][CH:22]=1, predict the reaction product. The product is: [Cl:47][C:43]1[CH:42]=[C:41]([CH2:40][CH2:39][C:30]2[C:29]3[C:34](=[CH:35][CH:36]=[C:27]([C:25]([C:24]4[CH:23]=[CH:22][C:21]([Cl:20])=[CH:49][CH:48]=4)([OH:26])[C:6]4[N:2]([CH3:1])[CH:3]=[N:4][CH:5]=4)[CH:28]=3)[N:33]([CH3:37])[C:32](=[O:38])[CH:31]=2)[CH:46]=[CH:45][CH:44]=1. (3) Given the reactants [C:1]([N:8]1[CH2:11][C:10](=[O:12])[CH2:9]1)([O:3][C:4]([CH3:7])([CH3:6])[CH3:5])=[O:2].[C:13]([C:16]1[CH:21]=[CH:20][C:19]([C:22]([F:25])([F:24])[F:23])=[CH:18][CH:17]=1)#[C:14][CH3:15], predict the reaction product. The product is: [CH3:15][C:14]1[C:10](=[O:12])[CH2:9][N:8]([C:1]([O:3][C:4]([CH3:7])([CH3:6])[CH3:5])=[O:2])[CH2:11][C:13]=1[C:16]1[CH:21]=[CH:20][C:19]([C:22]([F:23])([F:24])[F:25])=[CH:18][CH:17]=1. (4) Given the reactants [OH-].[Na+].[C:3]1([C:10]([O-:12])=[O:11])([C:6]([O:8][CH3:9])=[O:7])[CH2:5][CH2:4]1, predict the reaction product. The product is: [CH3:9][O:8][C:6]([C:3]1([C:10]([OH:12])=[O:11])[CH2:5][CH2:4]1)=[O:7]. (5) The product is: [F:1][C:2]1[C:7]([F:8])=[CH:6][CH:5]=[CH:4][C:3]=1[CH2:9][CH2:10][C:11]1[CH:16]=[C:15]([OH:17])[N:14]2[N:18]=[C:19]([C:21]([OH:24])=[O:22])[CH:20]=[C:13]2[N:12]=1. Given the reactants [F:1][C:2]1[C:7]([F:8])=[CH:6][CH:5]=[CH:4][C:3]=1[CH2:9][CH2:10][C:11]1[CH:16]=[C:15]([OH:17])[N:14]2[N:18]=[C:19]([CH2:21][OH:22])[CH:20]=[C:13]2[N:12]=1.[Mn]([O-])(=O)(=O)=[O:24].[K+], predict the reaction product.